This data is from Full USPTO retrosynthesis dataset with 1.9M reactions from patents (1976-2016). The task is: Predict the reactants needed to synthesize the given product. (1) The reactants are: [CH3:1][C:2]1([CH3:25])[C:6]([C:7]2[CH:12]=[C:11]([C:13]([O:15][CH3:16])=[O:14])[CH:10]=[CH:9][C:8]=2[C:17]2[CH:22]=[C:21]([F:23])[CH:20]=[CH:19][C:18]=2[F:24])=[CH:5][CH2:4][CH2:3]1. Given the product [CH3:1][C:2]1([CH3:25])[CH2:3][CH2:4][CH2:5][CH:6]1[C:7]1[CH:12]=[C:11]([C:13]([O:15][CH3:16])=[O:14])[CH:10]=[CH:9][C:8]=1[C:17]1[CH:22]=[C:21]([F:23])[CH:20]=[CH:19][C:18]=1[F:24], predict the reactants needed to synthesize it. (2) Given the product [Br:14][C:15]1[CH:20]=[C:19]([F:21])[CH:18]=[CH:17][C:16]=1[C@@H:22]1[N:23]=[C:24]([C:35]2[S:36][CH:37]=[CH:38][N:39]=2)[NH:25][C:26]([CH2:33][N:6]2[CH2:7][C:3]([F:2])([F:13])[CH2:4][C@@H:5]2[CH2:8][CH2:9][C:10]([OH:12])=[O:11])=[C:27]1[C:28]([O:30][CH2:31][CH3:32])=[O:29], predict the reactants needed to synthesize it. The reactants are: Cl.[F:2][C:3]1([F:13])[CH2:7][NH:6][C@@H:5]([CH2:8][CH2:9][C:10]([OH:12])=[O:11])[CH2:4]1.[Br:14][C:15]1[CH:20]=[C:19]([F:21])[CH:18]=[CH:17][C:16]=1[C@H:22]1[C:27]([C:28]([O:30][CH2:31][CH3:32])=[O:29])=[C:26]([CH2:33]Br)[NH:25][C:24]([C:35]2[S:36][CH:37]=[CH:38][N:39]=2)=[N:23]1.C(=O)([O-])[O-].[K+].[K+]. (3) Given the product [CH2:1]([O:8][C:9](=[O:33])[C@@H:10]([NH:25][C:26]([O:28][C:29]([CH3:32])([CH3:31])[CH3:30])=[O:27])[CH2:11][CH2:12][C:13]1[N:23]([CH2:34][CH2:35][CH3:36])[C:16]2[CH:17]=[C:18]([CH3:22])[C:19]([CH3:21])=[CH:20][C:15]=2[N:14]=1)[C:2]1[CH:7]=[CH:6][CH:5]=[CH:4][CH:3]=1, predict the reactants needed to synthesize it. The reactants are: [CH2:1]([O:8][C:9](=[O:33])[C@@H:10]([NH:25][C:26]([O:28][C:29]([CH3:32])([CH3:31])[CH3:30])=[O:27])[CH2:11][CH2:12][C:13](=O)[NH:14][C:15]1[CH:20]=[C:19]([CH3:21])[C:18]([CH3:22])=[CH:17][C:16]=1[NH2:23])[C:2]1[CH:7]=[CH:6][CH:5]=[CH:4][CH:3]=1.[CH:34](=O)[CH2:35][CH3:36].C(O[BH-](OC(=O)C)OC(=O)C)(=O)C.[Na+].[OH-].[Na+]. (4) Given the product [C-:4]#[O+:5].[C-:4]#[O+:5].[C-:4]#[O+:5].[C-:4]#[O+:5].[Ni:1], predict the reactants needed to synthesize it. The reactants are: [Ni:1](Cl)Cl.[C:4](=O)([O-])[O-:5].[Ni+2].[C]=O. (5) Given the product [NH:9]1[CH:10]=[CH:11][N:7]=[C:8]1[NH:12][C:13]([C:15]1[C:16]2[N:17]=[CH:18][CH:19]=[N:20][C:21]=2[C:22]([C:25]2[C:26]([Cl:36])=[C:27]([O:34][CH3:35])[CH:28]=[C:29]([O:32][CH3:33])[C:30]=2[Cl:31])=[CH:23][CH:24]=1)=[O:14], predict the reactants needed to synthesize it. The reactants are: C[Si](C)(C)CCOC[N:7]1[CH:11]=[CH:10][N:9]=[C:8]1[NH:12][C:13]([C:15]1[C:16]2[N:17]=[CH:18][CH:19]=[N:20][C:21]=2[C:22]([C:25]2[C:30]([Cl:31])=[C:29]([O:32][CH3:33])[CH:28]=[C:27]([O:34][CH3:35])[C:26]=2[Cl:36])=[CH:23][CH:24]=1)=[O:14].Cl.C([O-])([O-])=O.[Na+].[Na+].